Predict the reaction yield, written as a fraction of the theoretical maximum amount of product (1.0 means a 100% yield; for example, 0.34 means a 34% yield). From a dataset of Reaction yield outcomes from USPTO patents with 853,638 reactions. The reactants are C(O[CH2:5][C:6]1[C:15]2[C:10](=[CH:11][CH:12]=[C:13]([O:16][C:17]3[CH:22]=[CH:21][CH:20]=[CH:19][CH:18]=3)[CH:14]=2)[C:9]([OH:23])=[C:8]([C:24]([O:26][CH3:27])=[O:25])[N:7]=1)(=O)C.C([O-])([O-])=O.[Na+].[Na+]. The catalyst is [Pd].C(OCC)(=O)C. The product is [OH:23][C:9]1[C:10]2[C:15](=[CH:14][C:13]([O:16][C:17]3[CH:22]=[CH:21][CH:20]=[CH:19][CH:18]=3)=[CH:12][CH:11]=2)[C:6]([CH3:5])=[N:7][C:8]=1[C:24]([O:26][CH3:27])=[O:25]. The yield is 0.900.